Predict the reactants needed to synthesize the given product. From a dataset of Full USPTO retrosynthesis dataset with 1.9M reactions from patents (1976-2016). Given the product [OH:10][C:11]1[CH:16]=[CH:15][C:14]([C:4]2[CH:5]=[CH:6][C:7]([CH3:8])=[C:2]([F:1])[CH:3]=2)=[CH:13][CH:12]=1, predict the reactants needed to synthesize it. The reactants are: [F:1][C:2]1[CH:3]=[C:4](I)[CH:5]=[CH:6][C:7]=1[CH3:8].[OH:10][C:11]1[CH:16]=[CH:15][C:14](B(O)O)=[CH:13][CH:12]=1.C(=O)([O-])[O-].[K+].[K+].